From a dataset of Reaction yield outcomes from USPTO patents with 853,638 reactions. Predict the reaction yield, written as a fraction of the theoretical maximum amount of product (1.0 means a 100% yield; for example, 0.34 means a 34% yield). (1) The reactants are [CH3:1][C:2]1[CH:3]=[CH:4][C:5]2[NH:6][C:7]3[C:12]([C:13]=2[CH:14]=1)=[CH:11][C:10]([CH3:15])=[CH:9][CH:8]=3.I[C:17]1[CH:22]=[CH:21][C:20]([O:23][CH3:24])=[CH:19][CH:18]=1.P([O-])([O-])([O-])=O.[K+].[K+].[K+].N[C@@H]1CCCC[C@H]1N. The catalyst is O1CCOCC1.[Cu](I)I. The product is [CH3:1][C:2]1[CH:3]=[CH:4][C:5]2[N:6]([C:17]3[CH:22]=[CH:21][C:20]([O:23][CH3:24])=[CH:19][CH:18]=3)[C:7]3[C:12]([C:13]=2[CH:14]=1)=[CH:11][C:10]([CH3:15])=[CH:9][CH:8]=3. The yield is 0.740. (2) The reactants are B1([C:10]2[CH:15]=[CH:14][C:13]([CH2:16][N:17]3[CH2:22][CH2:21][O:20][CH2:19][CH2:18]3)=[CH:12][CH:11]=2)OC(C)(C)C(C)(C)O1.I[C:24]1[CH:37]=[N:36][C:27]2[NH:28][C:29]3[CH:34]=[N:33][C:32]([Br:35])=[CH:31][C:30]=3[C:26]=2[CH:25]=1. The catalyst is C(=O)([O-])[O-].[Na+].[Na+].CC1CCCO1.C(OCC)(=O)C. The product is [Br:35][C:32]1[N:33]=[CH:34][C:29]2[NH:28][C:27]3[N:36]=[CH:37][C:24]([C:10]4[CH:11]=[CH:12][C:13]([CH2:16][N:17]5[CH2:18][CH2:19][O:20][CH2:21][CH2:22]5)=[CH:14][CH:15]=4)=[CH:25][C:26]=3[C:30]=2[CH:31]=1. The yield is 0.300. (3) The reactants are [OH:1][C:2]1[CH:3]=[C:4]([CH:8]=[CH:9][C:10]=1[CH3:11])[C:5](O)=[O:6].[C:12](=O)([O-])[O-].[K+].[K+].CI.O.CN(C)[CH:23]=[O:24]. No catalyst specified. The product is [CH3:12][O:1][C:2]1[CH:3]=[C:4]([CH:8]=[CH:9][C:10]=1[CH3:11])[C:5]([O:24][CH3:23])=[O:6]. The yield is 0.980. (4) The reactants are [NH2:1][C:2]1[CH:7]=[CH:6][CH:5]=[CH:4][C:3]=1[NH:8][C:9]([NH:11][C:12]1[CH:17]=[CH:16][CH:15]=[CH:14][CH:13]=1)=[O:10].C(N(CC)CC)C.[C:25]1([S:35](Cl)(=[O:37])=[O:36])[C:34]2[C:29](=[CH:30][CH:31]=[CH:32][CH:33]=2)[CH:28]=[CH:27][CH:26]=1. The catalyst is C(OCC)(=O)C. The product is [C:12]1([NH:11][C:9](=[O:10])[NH:8][C:3]2[CH:4]=[CH:5][CH:6]=[CH:7][C:2]=2[NH:1][S:35]([C:25]2[C:34]3[C:29](=[CH:30][CH:31]=[CH:32][CH:33]=3)[CH:28]=[CH:27][CH:26]=2)(=[O:37])=[O:36])[CH:17]=[CH:16][CH:15]=[CH:14][CH:13]=1. The yield is 0.830. (5) The reactants are Br[CH:2]1[CH2:7][N:6]([CH2:8][CH2:9][N:10]([CH2:13][CH3:14])[CH2:11][CH3:12])[C:5](=[O:15])[C:4]2[C:16]([CH3:31])=[C:17]([CH:19]=[C:20]3[C:28]4[C:23](=[CH:24][CH:25]=[C:26]([F:29])[CH:27]=4)[NH:22][C:21]3=[O:30])[NH:18][C:3]1=2.BrCC1C2C(=[O:50])N(CCN(CC)CC)CCC=2NC=1C=C1C2C(=CC=C(F)C=2)NC1=O.C(=O)([O-])[O-].[K+].[K+].O. The catalyst is CO. The product is [CH2:13]([N:10]([CH2:11][CH3:12])[CH2:9][CH2:8][N:6]1[CH2:7][CH2:2][C:3]2[NH:18][C:17]([CH:19]=[C:20]3[C:28]4[C:23](=[CH:24][CH:25]=[C:26]([F:29])[CH:27]=4)[NH:22][C:21]3=[O:30])=[C:16]([CH2:31][OH:50])[C:4]=2[C:5]1=[O:15])[CH3:14]. The yield is 0.720. (6) The reactants are [CH3:1][O:2][C:3]1[CH:4]=[C:5]2[C:10](=[CH:11][CH:12]=1)[C:9]([C:13](=[O:29])[C:14]1[CH:19]=[CH:18][C:17]([O:20][CH2:21][CH2:22][N:23]3[CH2:28][CH2:27][CH2:26][CH2:25][CH2:24]3)=[CH:16][CH:15]=1)=[C:8](OS(C(F)(F)F)(=O)=O)[CH:7]=[CH:6]2.[F-].[Cs+].B1(B2OCC(C)(C)CO2)OCC(C)(C)CO1.Br[C:57]1[C:62]([F:63])=[CH:61][C:60]([F:64])=[CH:59][C:58]=1[F:65]. The catalyst is C(#N)C. The product is [CH3:1][O:2][C:3]1[CH:4]=[C:5]2[C:10](=[CH:11][CH:12]=1)[C:9]([C:13]([C:14]1[CH:19]=[CH:18][C:17]([O:20][CH2:21][CH2:22][N:23]3[CH2:24][CH2:25][CH2:26][CH2:27][CH2:28]3)=[CH:16][CH:15]=1)=[O:29])=[C:8]([C:61]1[C:62]([F:63])=[CH:57][C:58]([F:65])=[CH:59][C:60]=1[F:64])[CH:7]=[CH:6]2. The yield is 0.670. (7) The reactants are [O:1]1[CH2:6][CH2:5][N:4]([C:7]2[N:12]=[CH:11][C:10](B(O)O)=[CH:9][CH:8]=2)[CH2:3][CH2:2]1.[O-]P([O-])([O-])=O.[K+].[K+].[K+].Cl[C:25]1[CH:26]=[CH:27][C:28]2[N:34]3[CH2:35][C@H:31]([CH2:32][CH2:33]3)[N:30]([C:36]([NH:38][C:39]3[CH:44]=[CH:43][CH:42]=[CH:41][N:40]=3)=[O:37])[C:29]=2[N:45]=1.CC(C1C=C(C(C)C)C(C2C=CC=CC=2P(C2CCCCC2)C2CCCCC2)=C(C(C)C)C=1)C. The catalyst is C(O)CCC.C1C=CC(/C=C/C(/C=C/C2C=CC=CC=2)=O)=CC=1.C1C=CC(/C=C/C(/C=C/C2C=CC=CC=2)=O)=CC=1.C1C=CC(/C=C/C(/C=C/C2C=CC=CC=2)=O)=CC=1.[Pd].[Pd]. The product is [O:1]1[CH2:6][CH2:5][N:4]([C:7]2[N:12]=[CH:11][C:10]([C:25]3[CH:26]=[CH:27][C:28]4[N:34]5[CH2:35][C@H:31]([CH2:32][CH2:33]5)[N:30]([C:36]([NH:38][C:39]5[CH:44]=[CH:43][CH:42]=[CH:41][N:40]=5)=[O:37])[C:29]=4[N:45]=3)=[CH:9][CH:8]=2)[CH2:3][CH2:2]1. The yield is 0.258. (8) The reactants are [CH:1]1([N:4]2[C:13]3[C:8](=[C:9]([N:18](C)[C:19](=O)C(F)(F)F)[C:10]([F:17])=[C:11]([F:16])[C:12]=3[O:14][CH3:15])[C:7](=[O:26])[C:6]([C:27]([O:29]C)=[O:28])=[CH:5]2)[CH2:3][CH2:2]1. The catalyst is CC(O)=O.Cl. The product is [CH:1]1([N:4]2[C:13]3[C:8](=[C:9]([NH:18][CH3:19])[C:10]([F:17])=[C:11]([F:16])[C:12]=3[O:14][CH3:15])[C:7](=[O:26])[C:6]([C:27]([OH:29])=[O:28])=[CH:5]2)[CH2:3][CH2:2]1. The yield is 0.920. (9) The reactants are S(Cl)(Cl)=O.CC1C=CC(C)=CC=1C(O)=O.CC1C=CC(C)=CC=1C(Cl)=O.[CH3:27][C:28]1[CH:33]=[CH:32][C:31]([CH3:34])=[CH:30][C:29]=1[C:35]([N:37]=[C:38]=[S:39])=[O:36].[Cl:40][C:41]1[CH:42]=[C:43]([CH:45]=[CH:46][C:47]=1[O:48][C:49]1[C:58]2[C:53](=[CH:54][C:55]([O:61][CH3:62])=[C:56]([O:59][CH3:60])[CH:57]=2)[N:52]=[CH:51][CH:50]=1)[NH2:44]. The catalyst is C(O)C.C1(C)C=CC=CC=1. The product is [Cl:40][C:41]1[CH:42]=[C:43]([NH:44][C:38]([NH:37][C:35](=[O:36])[C:29]2[CH:30]=[C:31]([CH3:34])[CH:32]=[CH:33][C:28]=2[CH3:27])=[S:39])[CH:45]=[CH:46][C:47]=1[O:48][C:49]1[C:58]2[C:53](=[CH:54][C:55]([O:61][CH3:62])=[C:56]([O:59][CH3:60])[CH:57]=2)[N:52]=[CH:51][CH:50]=1. The yield is 0.940.